Dataset: Forward reaction prediction with 1.9M reactions from USPTO patents (1976-2016). Task: Predict the product of the given reaction. (1) Given the reactants [CH:1]([C:4]1[N:8]=[C:7]([N:9]2[CH2:14][CH2:13][CH:12]([C@H:15]([CH3:19])[CH2:16][CH2:17][OH:18])[CH2:11][CH2:10]2)[O:6][N:5]=1)([CH3:3])[CH3:2].[H-].[Na+].[Cl:22][C:23]1[CH:28]=[C:27](Cl)[N:26]=[CH:25][N:24]=1, predict the reaction product. The product is: [Cl:22][C:23]1[CH:28]=[C:27]([O:18][CH2:17][CH2:16][C@H:15]([CH:12]2[CH2:13][CH2:14][N:9]([C:7]3[O:6][N:5]=[C:4]([CH:1]([CH3:3])[CH3:2])[N:8]=3)[CH2:10][CH2:11]2)[CH3:19])[N:26]=[CH:25][N:24]=1. (2) Given the reactants COC[O:4][C:5]1[CH:10]=[CH:9][CH:8]=[C:7]([O:11]COC)[C:6]=1[C:15]1[CH:20]=[CH:19][CH:18]=[CH:17][CH:16]=1.Cl.O, predict the reaction product. The product is: [C:6]1([C:15]2[CH:16]=[CH:17][CH:18]=[CH:19][CH:20]=2)[C:5]([OH:4])=[CH:10][CH:9]=[CH:8][C:7]=1[OH:11]. (3) Given the reactants [CH3:1][C:2]1[CH:3]=[C:4](B(O)O)[CH:5]=[C:6]([CH3:8])[CH:7]=1.Cl[C:13]1[C:22]2[C:17](=[CH:18][CH:19]=[CH:20][CH:21]=2)[N:16]=[CH:15][N:14]=1.C([O-])([O-])=O.[K+].[K+], predict the reaction product. The product is: [CH3:1][C:2]1[CH:3]=[C:4]([C:13]2[C:22]3[C:17](=[CH:18][CH:19]=[CH:20][CH:21]=3)[N:16]=[CH:15][N:14]=2)[CH:5]=[C:6]([CH3:8])[CH:7]=1.